Dataset: Full USPTO retrosynthesis dataset with 1.9M reactions from patents (1976-2016). Task: Predict the reactants needed to synthesize the given product. (1) Given the product [NH2:12][C:10]1[S:11][C:7]([C:5]2[CH:4]=[CH:3][N:36]=[C:34]([NH:33][C:30]3[CH:29]=[CH:28][C:27]([S:24]([CH3:23])(=[O:25])=[O:26])=[CH:32][CH:31]=3)[N:35]=2)=[C:8]([CH3:17])[N:9]=1, predict the reactants needed to synthesize it. The reactants are: CN(C)[CH:3]=[CH:4][C:5]([C:7]1[S:11][C:10]([N:12]=CN(C)C)=[N:9][C:8]=1[CH3:17])=O.[N+]([O-])(O)=O.[CH3:23][S:24]([C:27]1[CH:32]=[CH:31][C:30]([NH:33][C:34]([NH2:36])=[NH:35])=[CH:29][CH:28]=1)(=[O:26])=[O:25]. (2) Given the product [N:25]1([C:18]2[N:17]=[C:16]3[C:21]([NH:22][C:23](=[O:24])[N:15]3[C@H:12]3[CH2:11][CH2:10][C@H:9]([OH:8])[CH2:14][CH2:13]3)=[CH:20][N:19]=2)[C:29]2[CH:30]=[CH:31][CH:32]=[CH:33][C:28]=2[N:27]=[CH:26]1, predict the reactants needed to synthesize it. The reactants are: N1(C([O:8][C@H:9]2[CH2:14][CH2:13][C@H:12]([N:15]3[C:23](=[O:24])[NH:22][C:21]4[C:16]3=[N:17][C:18]([N:25]3[C:29]5[CH:30]=[CH:31][CH:32]=[CH:33][C:28]=5[N:27]=[CH:26]3)=[N:19][CH:20]=4)[CH2:11][CH2:10]2)=O)C=CN=C1.Cl.